Dataset: Forward reaction prediction with 1.9M reactions from USPTO patents (1976-2016). Task: Predict the product of the given reaction. (1) Given the reactants [Br:1][C:2]1[CH:7]=[C:6]([F:8])[C:5]([F:9])=[CH:4][C:3]=1[C:10]1[C:14]([CH:15]=O)=[CH:13][N:12]([CH2:17][O:18][CH2:19][CH2:20][Si:21]([CH3:24])([CH3:23])[CH3:22])[N:11]=1.[F:25][C:26]([F:38])([F:37])[C:27]1[CH:32]=[CH:31][C:30]([S:33]([NH2:36])(=[O:35])=[O:34])=[CH:29][CH:28]=1.[CH2:39]1[CH2:43]OC[CH2:40]1, predict the reaction product. The product is: [Br:1][C:2]1[CH:7]=[C:6]([F:8])[C:5]([F:9])=[CH:4][C:3]=1[C:10]1[C:14]([CH:15]([CH:40]2[CH2:39][CH2:43]2)[NH:36][S:33]([C:30]2[CH:29]=[CH:28][C:27]([C:26]([F:25])([F:37])[F:38])=[CH:32][CH:31]=2)(=[O:34])=[O:35])=[CH:13][N:12]([CH2:17][O:18][CH2:19][CH2:20][Si:21]([CH3:24])([CH3:23])[CH3:22])[N:11]=1. (2) Given the reactants [S:1]1[CH:5]=[CH:4][C:3]2[CH2:6][CH2:7][C:8](=[O:9])[C:2]1=2.Cl.[NH2:11]O.CC([O-])=O.[Na+], predict the reaction product. The product is: [S:1]1[C:2]2[C:8](=[O:9])[NH:11][CH2:7][CH2:6][C:3]=2[CH:4]=[CH:5]1. (3) Given the reactants [Cl:1][C:2]1[CH:18]=[C:17]([N+:19]([O-])=O)[CH:16]=[CH:15][C:3]=1[O:4][C:5]1[CH:13]=[C:12]2[C:8]([CH2:9][CH2:10][C:11]2=[O:14])=[CH:7][CH:6]=1.[Cl-].[Ca+2].[Cl-].O, predict the reaction product. The product is: [NH2:19][C:17]1[CH:16]=[CH:15][C:3]([O:4][C:5]2[CH:13]=[C:12]3[C:8]([CH2:9][CH2:10][C:11]3=[O:14])=[CH:7][CH:6]=2)=[C:2]([Cl:1])[CH:18]=1. (4) Given the reactants [CH2:1]([O:3][C:4]1[CH:9]=[CH:8][C:7]([C:10]2(O)[CH2:15][CH2:14][CH:13]([CH:16]=[CH2:17])[CH2:12][CH2:11]2)=[C:6]([F:19])[C:5]=1[F:20])[CH3:2].C1(C)C=CC(S(O)(=O)=O)=CC=1.O, predict the reaction product. The product is: [CH2:1]([O:3][C:4]1[CH:9]=[CH:8][C:7]([C:10]2[CH2:15][CH2:14][CH:13]([CH:16]=[CH2:17])[CH2:12][CH:11]=2)=[C:6]([F:19])[C:5]=1[F:20])[CH3:2]. (5) Given the reactants [CH3:1][O:2][C:3]([C:5]1([N:8]2[C:12]3[N:13]=[CH:14][N:15]=[C:16](Cl)[C:11]=3[CH:10]=[CH:9]2)[CH2:7][CH2:6]1)=[O:4].[OH-].[NH4+], predict the reaction product. The product is: [CH3:1][O:2][C:3]([C:5]1([N:8]2[C:12]3[N:13]=[CH:14][N:15]=[CH:16][C:11]=3[CH:10]=[CH:9]2)[CH2:6][CH2:7]1)=[O:4]. (6) Given the reactants [H-].[Na+].[C:3]([O:9][CH3:10])(=[O:8])[C:4]([O:6]C)=O.[F:11][C:12]([F:24])([F:23])[C:13]1[CH:18]=[CH:17][CH:16]=[CH:15][C:14]=1[C:19](=[O:22])[CH2:20][CH3:21], predict the reaction product. The product is: [CH3:10][O:9][C:3](=[O:8])[C:4](=[O:6])[CH:20]([CH3:21])[C:19](=[O:22])[C:14]1[CH:15]=[CH:16][CH:17]=[CH:18][C:13]=1[C:12]([F:11])([F:23])[F:24].